Dataset: Full USPTO retrosynthesis dataset with 1.9M reactions from patents (1976-2016). Task: Predict the reactants needed to synthesize the given product. (1) The reactants are: C([O:5][C:6](=[O:43])[CH2:7][N:8]1[C:16]2[C:11](=[CH:12][C:13]([F:17])=[CH:14][CH:15]=2)[C:10]([C:18]2[C:23]3[CH:24]=[CH:25][CH:26]=[CH:27][C:22]=3[S:21](=[O:29])(=[O:28])[N:20]([CH2:30][C:31]3[CH:36]=[CH:35][C:34]([O:37][C:38]([F:41])([F:40])[F:39])=[CH:33][CH:32]=3)[N:19]=2)=[C:9]1[CH3:42])(C)(C)C.C(O)(C(F)(F)F)=O. Given the product [F:40][C:38]([F:39])([F:41])[O:37][C:34]1[CH:35]=[CH:36][C:31]([CH2:30][N:20]2[N:19]=[C:18]([C:10]3[C:11]4[C:16](=[CH:15][CH:14]=[C:13]([F:17])[CH:12]=4)[N:8]([CH2:7][C:6]([OH:43])=[O:5])[C:9]=3[CH3:42])[C:23]3[CH:24]=[CH:25][CH:26]=[CH:27][C:22]=3[S:21]2(=[O:28])=[O:29])=[CH:32][CH:33]=1, predict the reactants needed to synthesize it. (2) Given the product [OH:1][C:2]1[C:7]2[O:8][C:9]([C:17]3[CH:22]=[CH:21][CH:20]=[CH:19][CH:18]=3)([C:11]3[CH:16]=[CH:15][CH:14]=[CH:13][CH:12]=3)[O:10][C:6]=2[CH:5]=[C:4]([C:23]([Cl:28])=[O:25])[CH:3]=1, predict the reactants needed to synthesize it. The reactants are: [OH:1][C:2]1[C:7]2[O:8][C:9]([C:17]3[CH:22]=[CH:21][CH:20]=[CH:19][CH:18]=3)([C:11]3[CH:16]=[CH:15][CH:14]=[CH:13][CH:12]=3)[O:10][C:6]=2[CH:5]=[C:4]([C:23]([OH:25])=O)[CH:3]=1.S(Cl)([Cl:28])=O. (3) Given the product [CH:13]1([C@H:17]([NH:19][C:20]2[N:28]=[C:27]([C:29]3[NH:30][C:6](=[O:7])[O:32][N:31]=3)[N:26]=[C:25]3[C:21]=2[N:22]([CH2:39][C@H:40]2[CH2:41][CH2:42][C@H:43]([CH3:46])[CH2:44][CH2:45]2)[C:23]([C:33](=[O:38])[C:34]([CH3:36])([CH3:37])[CH3:35])=[N:24]3)[CH3:18])[CH2:14][CH2:15][CH2:16]1, predict the reactants needed to synthesize it. The reactants are: C1N=CN([C:6](N2C=NC=C2)=[O:7])C=1.[CH:13]1([C@H:17]([NH:19][C:20]2[N:28]=[C:27]([C:29](=[N:31][OH:32])[NH2:30])[N:26]=[C:25]3[C:21]=2[N:22]([CH2:39][C@H:40]2[CH2:45][CH2:44][C@H:43]([CH3:46])[CH2:42][CH2:41]2)[C:23]([C:33](=[O:38])[C:34]([CH3:37])([CH3:36])[CH3:35])=[N:24]3)[CH3:18])[CH2:16][CH2:15][CH2:14]1. (4) The reactants are: [Cl:1][C:2]1[N:3]=[C:4]2[C:9](=[CH:10][CH:11]=1)[N:8]=[CH:7][C:6]([C:12]([O:14]CC)=[O:13])=[C:5]2[NH:17][C:18]1[CH:23]=[CH:22][CH:21]=[C:20]([C:24]([F:27])([F:26])[F:25])[CH:19]=1.[OH-].[Li+]. Given the product [Cl:1][C:2]1[N:3]=[C:4]2[C:9](=[CH:10][CH:11]=1)[N:8]=[CH:7][C:6]([C:12]([OH:14])=[O:13])=[C:5]2[NH:17][C:18]1[CH:23]=[CH:22][CH:21]=[C:20]([C:24]([F:25])([F:26])[F:27])[CH:19]=1, predict the reactants needed to synthesize it.